The task is: Predict the product of the given reaction.. This data is from Forward reaction prediction with 1.9M reactions from USPTO patents (1976-2016). Given the reactants [CH3:1][O:2][C:3]1[CH:12]=[C:11]2[C:6]([C:7](=O)[C@:8]([C:14]3[CH:19]=[CH:18][C:17]([O:20][CH3:21])=[CH:16][CH:15]=3)([CH3:13])[CH2:9][S:10]2)=[CH:5][CH:4]=1.[BH4-].[Na+].[Cl-].[Na+].[CH2:27]([Si](C)(C)C)[CH:28]=[CH2:29], predict the reaction product. The product is: [CH3:1][O:2][C:3]1[CH:12]=[C:11]2[C:6]([C@@H:7]([CH2:29][CH:28]=[CH2:27])[C@:8]([C:14]3[CH:19]=[CH:18][C:17]([O:20][CH3:21])=[CH:16][CH:15]=3)([CH3:13])[CH2:9][S:10]2)=[CH:5][CH:4]=1.